Dataset: Forward reaction prediction with 1.9M reactions from USPTO patents (1976-2016). Task: Predict the product of the given reaction. Given the reactants C([N:3](CC)CC)C.ClC(OCC)=O.[OH:14][CH:15]([CH2:34][C:35]1[CH:40]=[CH:39][CH:38]=[CH:37][CH:36]=1)/[CH:16]=[CH:17]/[C@H:18]1[CH2:23][CH2:22][CH2:21][C:20](=[O:24])[N:19]1[CH2:25][C:26]#[C:27][CH2:28][O:29][CH2:30][C:31](O)=[O:32].N.C([O-])(O)=O.[Na+], predict the reaction product. The product is: [OH:14][CH:15]([CH2:34][C:35]1[CH:40]=[CH:39][CH:38]=[CH:37][CH:36]=1)/[CH:16]=[CH:17]/[C@H:18]1[CH2:23][CH2:22][CH2:21][C:20](=[O:24])[N:19]1[CH2:25][C:26]#[C:27][CH2:28][O:29][CH2:30][C:31]([NH2:3])=[O:32].